This data is from Full USPTO retrosynthesis dataset with 1.9M reactions from patents (1976-2016). The task is: Predict the reactants needed to synthesize the given product. (1) Given the product [Br:1][C:2]1[CH:7]=[CH:6][C:5]([N:8]2[C:19]3[C:11](=[CH:12][C:13]4[S:17][CH:16]=[N:15][C:14]=4[C:18]=3[F:20])[N:10]([S:33]([CH:30]3[CH2:32][CH2:31]3)(=[O:35])=[O:34])[C:9]2=[O:21])=[C:4]([Cl:22])[CH:3]=1, predict the reactants needed to synthesize it. The reactants are: [Br:1][C:2]1[CH:7]=[CH:6][C:5]([N:8]2[C:19]3[C:11](=[CH:12][C:13]4[S:17][CH:16]=[N:15][C:14]=4[C:18]=3[F:20])[NH:10][C:9]2=[O:21])=[C:4]([Cl:22])[CH:3]=1.C(N(CC)CC)C.[CH:30]1([S:33](Cl)(=[O:35])=[O:34])[CH2:32][CH2:31]1. (2) Given the product [CH3:28][C:27]([Si:24]([CH3:26])([CH3:25])[O:17][CH2:16][C:13]1[CH:14]=[CH:15][C:10]([C:3]2[CH:4]=[C:5]([O:8][CH3:9])[CH:6]=[CH:7][C:2]=2[F:1])=[C:11]([CH:18]([OH:23])[C:19]([CH3:20])([CH3:22])[CH3:21])[CH:12]=1)([CH3:30])[CH3:29], predict the reactants needed to synthesize it. The reactants are: [F:1][C:2]1[CH:7]=[CH:6][C:5]([O:8][CH3:9])=[CH:4][C:3]=1[C:10]1[CH:15]=[CH:14][C:13]([CH2:16][OH:17])=[CH:12][C:11]=1[CH:18]([OH:23])[C:19]([CH3:22])([CH3:21])[CH3:20].[Si:24](Cl)([C:27]([CH3:30])([CH3:29])[CH3:28])([CH3:26])[CH3:25]. (3) The reactants are: [Na:1].C(C1([CH2:14][CH2:15][O:16][C:17]2[CH:22]=[CH:21][N:20]=[C:19]([CH2:23][S:24]([C:26]3[NH:30][C:29]4[CH:31]=[CH:32][CH:33]=[CH:34][C:28]=4[N:27]=3)=[O:25])[C:18]=2[CH3:35])OCC2(OCCO2)CO1)C.ClC1C=CC=C(C(OO)=O)C=1.OCC[CH:50]1[CH2:54][O:53][C:52]([CH3:56])([CH3:55])[O:51]1. Given the product [Na:1].[CH3:55][C:52]1([CH3:56])[O:53][CH:54]([CH2:14][CH2:15][O:16][C:17]2[CH:22]=[CH:21][N:20]=[C:19]([CH2:23][S:24]([C:26]3[NH:30][C:29]4[CH:31]=[CH:32][CH:33]=[CH:34][C:28]=4[N:27]=3)=[O:25])[C:18]=2[CH3:35])[CH2:50][O:51]1, predict the reactants needed to synthesize it.